Dataset: Retrosynthesis with 50K atom-mapped reactions and 10 reaction types from USPTO. Task: Predict the reactants needed to synthesize the given product. (1) The reactants are: CC(C)(C)OC(=O)N1CCN(C(=O)c2ncn([C@H]3CCCCC3(O)CCO)c2-c2ccccc2)[C@H](Cc2ccccc2)C1.CI. Given the product COCCC1(O)CCCC[C@@H]1n1cnc(C(=O)N2CCN(C(=O)OC(C)(C)C)C[C@H]2Cc2ccccc2)c1-c1ccccc1, predict the reactants needed to synthesize it. (2) The reactants are: CC(C)C[C@H](NC(=O)N1CCCCCC1)C(=O)O.NCCC(c1ccccc1)c1ccccc1. Given the product CC(C)C[C@H](NC(=O)N1CCCCCC1)C(=O)NCCC(c1ccccc1)c1ccccc1, predict the reactants needed to synthesize it. (3) Given the product OCc1ccc(OCCN2CCOCC2)c(F)c1, predict the reactants needed to synthesize it. The reactants are: CCOC(=O)c1ccc(OCCN2CCOCC2)c(F)c1. (4) Given the product CCN1CCC2(CC1)c1ccccc1Sc1c(O)cccc12, predict the reactants needed to synthesize it. The reactants are: CCN1CCC2(CC1)c1ccccc1Sc1c(OC)cccc12.